Predict which catalyst facilitates the given reaction. From a dataset of Catalyst prediction with 721,799 reactions and 888 catalyst types from USPTO. Reactant: [NH2:1][C@@H:2]([C:7]([OH:9])=[O:8])[C:3]([SH:6])([CH3:5])[CH3:4].[OH-].[Na+].Br[CH2:13][CH2:14][OH:15].C(=O)([O-])[O-].[Na+].[Na+].[C:22]([O:26][C:27]1[CH:32]=[CH:31][C:30]([S:33](Cl)(=[O:35])=[O:34])=[CH:29][CH:28]=1)#[C:23][CH2:24][CH3:25]. Product: [CH2:22]([O:26][C:27]1[CH:32]=[CH:31][C:30]([S:33]([NH:1][C@H:2]([C:7]([OH:9])=[O:8])[C:3]([S:6][CH2:13][CH2:14][OH:15])([CH3:5])[CH3:4])(=[O:35])=[O:34])=[CH:29][CH:28]=1)[C:23]#[C:24][CH3:25]. The catalyst class is: 475.